From a dataset of Catalyst prediction with 721,799 reactions and 888 catalyst types from USPTO. Predict which catalyst facilitates the given reaction. Reactant: [Cl:1][C:2]1[CH:3]=[C:4]([OH:12])[CH:5]=[C:6]([S:8]([CH3:11])(=[O:10])=[O:9])[CH:7]=1.[Br:13][CH2:14][CH2:15]Br.C(=O)([O-])[O-].[K+].[K+]. The catalyst class is: 10. Product: [Br:13][CH2:14][CH2:15][O:12][C:4]1[CH:5]=[C:6]([S:8]([CH3:11])(=[O:9])=[O:10])[CH:7]=[C:2]([Cl:1])[CH:3]=1.